This data is from Forward reaction prediction with 1.9M reactions from USPTO patents (1976-2016). The task is: Predict the product of the given reaction. (1) The product is: [CH2:1]([O:3][C:4](=[O:44])[CH2:5][CH2:6][CH2:7][CH2:8][O:9][C:10]1[CH:15]=[CH:14][C:13]([NH:16][C:17]2[C:22]([NH2:23])=[CH:21][N:20]=[C:19]([NH:26][C:27]3[CH:28]=[CH:29][C:30]([CH2:33][CH2:34][CH2:35][NH:36][C:37]([O:39][C:40]([CH3:43])([CH3:42])[CH3:41])=[O:38])=[CH:31][CH:32]=3)[N:18]=2)=[CH:12][CH:11]=1)[CH3:2]. Given the reactants [CH2:1]([O:3][C:4](=[O:44])[CH2:5][CH2:6][CH2:7][CH2:8][O:9][C:10]1[CH:15]=[CH:14][C:13]([NH:16][C:17]2[C:22]([N+:23]([O-])=O)=[CH:21][N:20]=[C:19]([NH:26][C:27]3[CH:32]=[CH:31][C:30]([CH2:33][CH2:34][CH2:35][NH:36][C:37]([O:39][C:40]([CH3:43])([CH3:42])[CH3:41])=[O:38])=[CH:29][CH:28]=3)[N:18]=2)=[CH:12][CH:11]=1)[CH3:2], predict the reaction product. (2) Given the reactants CC([Si](C)(C)[O:6][C@@H:7]1[CH2:11][N:10]([C:12]([O:14][C:15]([CH3:18])([CH3:17])[CH3:16])=[O:13])[C@@H:9]([CH2:19][N:20]2[C:28](=[O:29])[C:27]3[C:22](=[CH:23][CH:24]=[CH:25][CH:26]=3)[C:21]2=[O:30])[CH2:8]1)(C)C.[F-].C([N+](CCCC)(CCCC)CCCC)CCC.O, predict the reaction product. The product is: [O:29]=[C:28]1[C:27]2[C:22](=[CH:23][CH:24]=[CH:25][CH:26]=2)[C:21](=[O:30])[N:20]1[CH2:19][C@H:9]1[CH2:8][C@H:7]([OH:6])[CH2:11][N:10]1[C:12]([O:14][C:15]([CH3:18])([CH3:17])[CH3:16])=[O:13]. (3) Given the reactants Cl[C:2]1[N:7]=[C:6]([C@@H:8]([NH:18][C:19](=[O:36])[CH2:20][N:21]2[C:25]3[C:26]([F:31])([F:30])[C@@H:27]4[CH2:29][C@@H:28]4[C:24]=3[C:23]([C:32]([F:35])([F:34])[F:33])=[N:22]2)[CH2:9][C:10]2[CH:15]=[C:14]([F:16])[CH:13]=[C:12]([F:17])[CH:11]=2)[C:5]([C:37]2[CH:38]=[CH:39][CH:40]=[C:41]3[C:45]=2[N:44]([CH3:46])[N:43]=[C:42]3[NH:47][S:48]([CH3:51])(=[O:50])=[O:49])=[CH:4][CH:3]=1.[CH2:52]([C:54]([OH:59])([CH2:57][CH3:58])[C:55]#[CH:56])[CH3:53], predict the reaction product. The product is: [F:31][C:26]1([F:30])[C:25]2[N:21]([CH2:20][C:19]([NH:18][C@H:8]([C:6]3[C:5]([C:37]4[CH:38]=[CH:39][CH:40]=[C:41]5[C:45]=4[N:44]([CH3:46])[N:43]=[C:42]5[NH:47][S:48]([CH3:51])(=[O:49])=[O:50])=[CH:4][CH:3]=[C:2]([C:53]#[C:52][C:54]([CH2:57][CH3:58])([OH:59])[CH2:55][CH3:56])[N:7]=3)[CH2:9][C:10]3[CH:11]=[C:12]([F:17])[CH:13]=[C:14]([F:16])[CH:15]=3)=[O:36])[N:22]=[C:23]([C:32]([F:33])([F:35])[F:34])[C:24]=2[C@H:28]2[CH2:29][C@@H:27]12. (4) Given the reactants [CH3:1][O:2][C:3]1[CH:61]=[C:60]([O:62][CH3:63])[CH:59]=[C:58]([O:64][CH3:65])[C:4]=1/[CH:5]=[CH:6]/[CH:7]([S:24]([CH:27](/[CH:44]=[CH:45]/[C:46]1[C:51]([O:52][CH3:53])=[CH:50][C:49]([O:54][CH3:55])=[CH:48][C:47]=1[O:56][CH3:57])[C:28]1[CH:33]=[CH:32][C:31]([O:34][CH3:35])=[C:30]([NH:36][C:37](=[O:43])[CH2:38][O:39]C(=O)C)[CH:29]=1)(=[O:26])=[O:25])[C:8]1[CH:13]=[CH:12][C:11]([O:14][CH3:15])=[C:10]([NH:16][C:17](=[O:23])[CH2:18][O:19]C(=O)C)[CH:9]=1.C(=O)([O-])[O-].[K+].[K+], predict the reaction product. The product is: [CH3:57][O:56][C:47]1[CH:48]=[C:49]([O:54][CH3:55])[CH:50]=[C:51]([O:52][CH3:53])[C:46]=1/[CH:45]=[CH:44]/[CH:27]([S:24]([CH:7](/[CH:6]=[CH:5]/[C:4]1[C:3]([O:2][CH3:1])=[CH:61][C:60]([O:62][CH3:63])=[CH:59][C:58]=1[O:64][CH3:65])[C:8]1[CH:13]=[CH:12][C:11]([O:14][CH3:15])=[C:10]([NH:16][C:17](=[O:23])[CH2:18][OH:19])[CH:9]=1)(=[O:25])=[O:26])[C:28]1[CH:33]=[CH:32][C:31]([O:34][CH3:35])=[C:30]([NH:36][C:37](=[O:43])[CH2:38][OH:39])[CH:29]=1. (5) Given the reactants [CH2:1]([O:8][C:9]([N:11]1[CH2:16][CH2:15][CH2:14][CH:13]([CH2:17][NH:18][C:19]2[C:24]([C:25](O)=[O:26])=[CH:23][N:22]=[C:21](Cl)[N:20]=2)[CH2:12]1)=[O:10])[C:2]1[CH:7]=[CH:6][CH:5]=[CH:4][CH:3]=1.[CH:29]1[CH:30]=[CH:31][C:32]2[N:37]([OH:38])[N:36]=[N:35][C:33]=2[CH:34]=1.C(Cl)CCl.[NH3:43], predict the reaction product. The product is: [N:37]1([O:38][C:21]2[N:20]=[C:19]([NH:18][CH2:17][CH:13]3[CH2:14][CH2:15][CH2:16][N:11]([C:9]([O:8][CH2:1][C:2]4[CH:7]=[CH:6][CH:5]=[CH:4][CH:3]=4)=[O:10])[CH2:12]3)[C:24]([C:25](=[O:26])[NH2:43])=[CH:23][N:22]=2)[C:32]2[CH:31]=[CH:30][CH:29]=[CH:34][C:33]=2[N:35]=[N:36]1. (6) Given the reactants FC(F)(F)C(O)=O.[CH2:8]([N:10]1[CH:15]2[CH2:16][CH2:17][CH2:18][CH:11]1[CH2:12][CH:13]([NH:19]C(=O)OC(C)(C)C)[CH2:14]2)[CH3:9].[ClH:27].C(OCC)C, predict the reaction product. The product is: [ClH:27].[ClH:27].[CH2:8]([N:10]1[CH:11]2[CH2:18][CH2:17][CH2:16][CH:15]1[CH2:14][CH:13]([NH2:19])[CH2:12]2)[CH3:9]. (7) Given the reactants [C:1]([C:5]1[CH:10]=[CH:9][C:8]([C@H:11]2[CH2:20][CH2:19][CH2:18][C@@H:17]3[N:12]2[C:13](=[O:21])[CH2:14][CH:15]=[CH:16]3)=[CH:7][CH:6]=1)([O:3][CH3:4])=[O:2].[H][H], predict the reaction product. The product is: [C:1]([C:5]1[CH:10]=[CH:9][C:8]([C@H:11]2[CH2:20][CH2:19][CH2:18][C@@H:17]3[N:12]2[C:13](=[O:21])[CH2:14][CH2:15][CH2:16]3)=[CH:7][CH:6]=1)([O:3][CH3:4])=[O:2].